This data is from Reaction yield outcomes from USPTO patents with 853,638 reactions. The task is: Predict the reaction yield, written as a fraction of the theoretical maximum amount of product (1.0 means a 100% yield; for example, 0.34 means a 34% yield). (1) The reactants are Cl[CH2:2][CH2:3][O:4][CH2:5][CH2:6][O:7][CH2:8][CH2:9][OH:10].[N-:11]=[N+:12]=[N-:13].[Na+]. The catalyst is CN(C=O)C. The product is [N:11]([CH2:2][CH2:3][O:4][CH2:5][CH2:6][O:7][CH2:8][CH2:9][OH:10])=[N+:12]=[N-:13]. The yield is 0.840. (2) The reactants are C(OC([NH:11][C@@H:12]([C:19](=[O:29])[NH:20][CH2:21][C:22]([O:24][C:25]([CH3:28])([CH3:27])[CH3:26])=[O:23])[C:13]1[CH:18]=[CH:17][CH:16]=[CH:15][CH:14]=1)=O)C1C=CC=CC=1. The catalyst is CCO.C1(C)C=CC=CC=1.[Pd]. The product is [C:25]([O:24][C:22]([CH2:21][NH:20][C:19]([C@H:12]([NH2:11])[C:13]1[CH:18]=[CH:17][CH:16]=[CH:15][CH:14]=1)=[O:29])=[O:23])([CH3:28])([CH3:26])[CH3:27]. The yield is 0.990. (3) The reactants are [Cl:1][C:2]1[CH:3]=[C:4]([CH:14]2[C:23]([CH3:25])([CH3:24])[CH2:22][C:21]3[C:16](=[CH:17][CH:18]=[C:19]([C:26](O)=[O:27])[CH:20]=3)[NH:15]2)[CH:5]=[C:6]([N:8]2[CH2:13][CH2:12][O:11][CH2:10][CH2:9]2)[CH:7]=1.Cl.CN(C)CCCN=C=NCC.[CH:41]1([S:44]([NH2:47])(=[O:46])=[O:45])[CH2:43][CH2:42]1. The catalyst is CN(C)C1C=CN=CC=1.ClCCl. The product is [Cl:1][C:2]1[CH:3]=[C:4]([CH:14]2[C:23]([CH3:24])([CH3:25])[CH2:22][C:21]3[C:16](=[CH:17][CH:18]=[C:19]([C:26]([NH:47][S:44]([CH:41]4[CH2:43][CH2:42]4)(=[O:46])=[O:45])=[O:27])[CH:20]=3)[NH:15]2)[CH:5]=[C:6]([N:8]2[CH2:13][CH2:12][O:11][CH2:10][CH2:9]2)[CH:7]=1. The yield is 0.300. (4) The reactants are [NH:1]1[CH2:8][CH2:7][CH2:6][C@H:2]1[C:3]([OH:5])=[O:4].[N:9]([O-])=O.[Na+].Cl.FC(F)(F)[C:16]([O:18]C(=O)C(F)(F)F)=[O:17]. The catalyst is O. The product is [N:9]1([C:16]([O-:18])=[O:17])[N+:1]2[CH2:8][CH2:7][CH2:6][C:2]=2[CH:3]([OH:5])[O:4]1. The yield is 0.740. (5) The reactants are [CH:1]1([C:7]2[C:15]3[C:10](=[CH:11][C:12]([C:16]([O:18][CH3:19])=[O:17])=[CH:13][CH:14]=3)[NH:9][C:8]=2[C:20]2[CH:25]=[CH:24][CH:23]=[CH:22][C:21]=2[CH2:26][O:27][Si:28]([CH:35]([CH3:37])[CH3:36])([CH:32]([CH3:34])[CH3:33])[CH:29]([CH3:31])[CH3:30])[CH2:6][CH2:5][CH2:4][CH2:3][CH2:2]1.CN(C=O)C.[CH2:43](Br)[CH:44]=[CH2:45]. The catalyst is CCOCC. The yield is 0.670. The product is [CH2:45]([N:9]1[C:10]2[C:15](=[CH:14][CH:13]=[C:12]([C:16]([O:18][CH3:19])=[O:17])[CH:11]=2)[C:7]([CH:1]2[CH2:6][CH2:5][CH2:4][CH2:3][CH2:2]2)=[C:8]1[C:20]1[CH:25]=[CH:24][CH:23]=[CH:22][C:21]=1[CH2:26][O:27][Si:28]([CH:32]([CH3:34])[CH3:33])([CH:29]([CH3:31])[CH3:30])[CH:35]([CH3:37])[CH3:36])[CH:44]=[CH2:43]. (6) The reactants are [NH2:1][C:2]1[C:7]([N+:8]([O-:10])=[O:9])=[CH:6][C:5]([Cl:11])=[CH:4][C:3]=1I.[C:13]1([C:19]#[C:20][Si:21]([CH3:24])([CH3:23])[CH3:22])[CH:18]=[CH:17][CH:16]=[CH:15][CH:14]=1.[Cl-].[Li+].C(N(CC)CC)C. The catalyst is CN(C=O)C.C([O-])(=O)C.[Pd+2].C([O-])(=O)C.O. The product is [Cl:11][C:5]1[CH:4]=[C:3]2[C:2](=[C:7]([N+:8]([O-:10])=[O:9])[CH:6]=1)[NH:1][C:20]([Si:21]([CH3:24])([CH3:22])[CH3:23])=[C:19]2[C:13]1[CH:14]=[CH:15][CH:16]=[CH:17][CH:18]=1. The yield is 0.870. (7) The reactants are Cl.Cl.[Cl:3][C:4]1[CH:19]=[CH:18][C:7]([CH2:8][O:9][CH2:10][C:11]2([NH2:17])[CH2:16][CH2:15][NH:14][CH2:13][CH2:12]2)=[CH:6][CH:5]=1.Cl[C:21]1[C:22]2[CH:29]=[CH:28][NH:27][C:23]=2[N:24]=[CH:25][N:26]=1.C(N(CC)CC)C. The catalyst is C(O)CCC. The product is [Cl:3][C:4]1[CH:5]=[CH:6][C:7]([CH2:8][O:9][CH2:10][C:11]2([NH2:17])[CH2:16][CH2:15][N:14]([C:21]3[C:22]4[CH:29]=[CH:28][NH:27][C:23]=4[N:24]=[CH:25][N:26]=3)[CH2:13][CH2:12]2)=[CH:18][CH:19]=1. The yield is 0.780.